From a dataset of Forward reaction prediction with 1.9M reactions from USPTO patents (1976-2016). Predict the product of the given reaction. The product is: [CH3:5][C:2]([NH2:1])([CH3:6])[CH2:3][O:4][C:14]1[CH:19]=[CH:18][C:17]([N+:20]([O-:22])=[O:21])=[CH:16][CH:15]=1. Given the reactants [NH2:1][C:2]([CH3:6])([CH3:5])[CH2:3][OH:4].CC(C)([O-])C.[K+].F[C:14]1[CH:19]=[CH:18][C:17]([N+:20]([O-:22])=[O:21])=[CH:16][CH:15]=1.C(OC(C)C)(=O)C, predict the reaction product.